Dataset: Drug-target binding data from BindingDB using IC50 measurements. Task: Regression. Given a target protein amino acid sequence and a drug SMILES string, predict the binding affinity score between them. We predict pIC50 (pIC50 = -log10(IC50 in M); higher means more potent). Dataset: bindingdb_ic50. (1) The target protein (Q8MJ89) has sequence ACAPGQGGRRWRLPQPAWVEGSSAWLWEPATGTGWMDLEASLLPTGPNTSNTSDGPDNLTSAGSPPRSGSVSYINIIMPSVFGTICLLGIIGNSMVIFAVVKKSKLHWCNNVPDIFIINLSVVDLLFLLGMPFMIHQLMGNGVWHFGETMCTLITAMDANSQFTSTYILTAMAIDRYLATVHPISSTKFRKPSVATLVICLLWALSFISITPVWLYARLIPFPGGAVGCGIRLPNPDTDLYWFTLYQFFLAFALPFVVITAAYVRILQRMTSSVAPASQRSIRLRTKRVTRTAIAICLVFFVCWAPYYVLQLTQLSISRPTLTFVYLYNAAISLGYANSCLNPFVYIVLCETFRKRLVLSVKPAAQGQLRAVSNAQTADEERTESKGT. The compound is C[C@H]1c2c([nH]c3ccc(C(F)(F)F)cc23)C[C@H]2CCN(CCC3(C(=O)O)CCCCC3)C[C@@H]21. The pIC50 is 9.1. (2) The compound is COc1ccc2cc(CNCCc3ccc(Br)cc3)c(-c3cccnc3)nc2c1. The target protein (Q8TDU6) has sequence MTPNSTGEVPSPIPKGALGLSLALASLIITANLLLALGIAWDRRLRSPPAGCFFLSLLLAGLLTGLALPTLPGLWNQSRRGYWSCLLVYLAPNFSFLSLLANLLLVHGERYMAVLRPLQPPGSIRLALLLTWAGPLLFASLPALGWNHWTPGANCSSQAIFPAPYLYLEVYGLLLPAVGAAAFLSVRVLATAHRQLQDICRLERAVCRDEPSALARALTWRQARAQAGAMLLFGLCWGPYVATLLLSVLAYEQRPPLGPGTLLSLLSLGSASAAAVPVAMGLGDQRYTAPWRAAAQRCLQGLWGRASRDSPGPSIAYHPSSQSSVDLDLN. The pIC50 is 7.2.